From a dataset of Forward reaction prediction with 1.9M reactions from USPTO patents (1976-2016). Predict the product of the given reaction. (1) Given the reactants [CH3:1][C:2]1([CH3:33])[C:10]2[CH:9]=[N:8][C:7]([NH:11][C:12]3[CH:17]=[CH:16][N:15]=[C:14]([CH3:18])[CH:13]=3)=[N:6][C:5]=2[CH:4](C(OC)=O)[N:3]1C(OCC1C=CC=CC=1)=O, predict the reaction product. The product is: [CH3:1][C:2]1([CH3:33])[C:10]2[CH:9]=[N:8][C:7]([NH:11][C:12]3[CH:17]=[CH:16][N:15]=[C:14]([CH3:18])[CH:13]=3)=[N:6][C:5]=2[CH2:4][NH:3]1. (2) Given the reactants Br[C:2]1[C:15](=[O:16])[N:14]([CH:17]([CH3:19])[CH3:18])[C:5]2[N:6]=[C:7]([NH:11][CH2:12][CH3:13])[N:8]=[C:9]([CH3:10])[C:4]=2[CH:3]=1.[S:20]1[CH:24]=[CH:23][CH:22]=[C:21]1B(O)O.C(N(CC)CC)C.COCCOC, predict the reaction product. The product is: [CH2:12]([NH:11][C:7]1[N:8]=[C:9]([CH3:10])[C:4]2[CH:3]=[C:2]([C:21]3[S:20][CH:24]=[CH:23][CH:22]=3)[C:15](=[O:16])[N:14]([CH:17]([CH3:19])[CH3:18])[C:5]=2[N:6]=1)[CH3:13]. (3) Given the reactants [NH2:1][C:2]1[C:7]2=[C:8]([C:19]3[CH:20]=[CH:21][C:22]4[C:26]([CH:27]=3)=[N:25][N:24]([CH2:28][C:29]3[CH:34]=[CH:33][CH:32]=[CH:31][CH:30]=3)[CH:23]=4)[C:9](C#N)=[C:10]([CH:11]3[CH2:16][CH2:15][NH:14][CH2:13][CH2:12]3)[N:6]2[N:5]=[CH:4][N:3]=1.[CH:35]([N:38](CC)C(C)C)(C)C.[C:44](Cl)(=[O:46])[CH3:45], predict the reaction product. The product is: [C:44]([N:14]1[CH2:13][CH2:12][CH:11]([C:10]2[N:6]3[C:7]([C:2]([NH2:1])=[N:3][CH:4]=[N:5]3)=[C:8]([C:19]3[CH:20]=[CH:21][C:22]4[C:26]([CH:27]=3)=[N:25][N:24]([CH2:28][C:29]3[CH:30]=[CH:31][CH:32]=[CH:33][CH:34]=3)[C:23]=4[C:35]#[N:38])[CH:9]=2)[CH2:16][CH2:15]1)(=[O:46])[CH3:45]. (4) Given the reactants [CH3:1][C:2]1[N:3]=[C:4]([C:12]2[CH:17]=[CH:16][CH:15]=[C:14]([C:18]([F:21])([F:20])[F:19])[CH:13]=2)[N:5]2[C:10]=1[CH:9]=[N:8][C:7]([NH2:11])=[N:6]2.Br[C:23]1[CH:28]=[C:27]([O:29][CH3:30])[CH:26]=[CH:25][C:24]=1[O:31][CH3:32].C(P(C(C)(C)C)C1C=CC=CC=1C1C=CC=CC=1)(C)(C)C.CC([O-])(C)C.[Na+], predict the reaction product. The product is: [CH3:30][O:29][C:27]1[CH:28]=[CH:23][C:24]([O:31][CH3:32])=[CH:25][C:26]=1[NH:11][C:7]1[N:8]=[CH:9][C:10]2=[C:2]([CH3:1])[N:3]=[C:4]([C:12]3[CH:17]=[CH:16][CH:15]=[C:14]([C:18]([F:21])([F:19])[F:20])[CH:13]=3)[N:5]2[N:6]=1. (5) Given the reactants [C:1]([CH:4]1[C:13](=O)[C:12]2[C:7](=[CH:8][CH:9]=[C:10]([N+:15]([O-:17])=[O:16])[CH:11]=2)[NH:6][C:5]1=[O:18])(=O)[CH3:2].O.[NH2:20][NH2:21], predict the reaction product. The product is: [CH3:2][C:1]1[NH:20][N:21]=[C:13]2[C:12]3[CH:11]=[C:10]([N+:15]([O-:17])=[O:16])[CH:9]=[CH:8][C:7]=3[NH:6][C:5](=[O:18])[C:4]=12. (6) Given the reactants [NH2:1][C@@H:2]1[CH2:11][C:10]2[CH:9]=[CH:8][CH:7]=[CH:6][C:5]=2[CH2:4][CH2:3]1.[C:12](OC(=O)C)(=[O:14])[CH3:13], predict the reaction product. The product is: [CH2:11]1[C:10]2[C:5](=[CH:6][CH:7]=[CH:8][CH:9]=2)[CH2:4][CH2:3][C@@H:2]1[NH:1][C:12](=[O:14])[CH3:13].